From a dataset of Reaction yield outcomes from USPTO patents with 853,638 reactions. Predict the reaction yield, written as a fraction of the theoretical maximum amount of product (1.0 means a 100% yield; for example, 0.34 means a 34% yield). (1) The reactants are [O:1]1[CH2:6][CH2:5][CH2:4][CH2:3][CH:2]1[N:7]1[C:15]2[C:10](=[CH:11][C:12]([C:16]3[N:20]=[CH:19][N:18]([C:21]([C:34]4[CH:39]=[CH:38][CH:37]=[CH:36][CH:35]=4)([C:28]4[CH:33]=[CH:32][CH:31]=[CH:30][CH:29]=4)[C:22]4[CH:27]=[CH:26][CH:25]=[CH:24][CH:23]=4)[N:17]=3)=[CH:13][CH:14]=2)[C:9]([C:40]2[CH:41]=[C:42]([CH:47]=[CH:48][CH:49]=2)[C:43]([O:45]C)=O)=[N:8]1.O.[OH-].[Li+].[CH2:53]1[C:61]2[C:56](=[CH:57][CH:58]=[CH:59][CH:60]=2)[CH2:55][NH:54]1.O.ON1C2C=CC=CC=2N=N1.Cl.CN(C)CCCN=C=NCC. The catalyst is O1CCCC1.O1CCCC1.O. The product is [O:1]1[CH2:6][CH2:5][CH2:4][CH2:3][CH:2]1[N:7]1[C:15]2[C:10](=[CH:11][C:12]([C:16]3[N:20]=[CH:19][N:18]([C:21]([C:22]4[CH:23]=[CH:24][CH:25]=[CH:26][CH:27]=4)([C:28]4[CH:29]=[CH:30][CH:31]=[CH:32][CH:33]=4)[C:34]4[CH:39]=[CH:38][CH:37]=[CH:36][CH:35]=4)[N:17]=3)=[CH:13][CH:14]=2)[C:9]([C:40]2[CH:41]=[C:42]([C:43]([N:54]3[CH2:55][C:56]4[C:61](=[CH:60][CH:59]=[CH:58][CH:57]=4)[CH2:53]3)=[O:45])[CH:47]=[CH:48][CH:49]=2)=[N:8]1. The yield is 0.530. (2) The reactants are [Cl:1][C:2]1[CH:7]=[CH:6][C:5]([CH3:8])=[CH:4][C:3]=1[OH:9].CI.[C:12]([O-])([O-])=O.[K+].[K+]. The catalyst is CC#N. The product is [Cl:1][C:2]1[CH:7]=[CH:6][C:5]([CH3:8])=[CH:4][C:3]=1[O:9][CH3:12]. The yield is 0.890.